This data is from Catalyst prediction with 721,799 reactions and 888 catalyst types from USPTO. The task is: Predict which catalyst facilitates the given reaction. Reactant: [Cl:1][C:2]1[CH:10]=[C:9]2[C:5]([C:6]([C:12]3[N:13]=[C:14]4[C:20]([C:21](O)=[O:22])=[CH:19][N:18]([CH2:24][O:25][CH2:26][CH2:27][Si:28]([CH3:31])([CH3:30])[CH3:29])[C:15]4=[N:16][CH:17]=3)=[N:7][N:8]2[CH3:11])=[CH:4][CH:3]=1.FC(F)(F)C(O)=O.[NH2:39][C@H:40]([CH2:48][O:49][CH3:50])[C:41]([N:43]1[CH2:46][CH:45]([F:47])[CH2:44]1)=[O:42].CN(C(ON1N=NC2C=CC=NC1=2)=[N+](C)C)C.F[P-](F)(F)(F)(F)F.C(N(CC)C(C)C)(C)C. Product: [F:47][CH:45]1[CH2:46][N:43]([C:41](=[O:42])[C@H:40]([NH:39][C:21]([C:20]2[C:14]3[C:15](=[N:16][CH:17]=[C:12]([C:6]4[C:5]5[C:9](=[CH:10][C:2]([Cl:1])=[CH:3][CH:4]=5)[N:8]([CH3:11])[N:7]=4)[N:13]=3)[N:18]([CH2:24][O:25][CH2:26][CH2:27][Si:28]([CH3:29])([CH3:31])[CH3:30])[CH:19]=2)=[O:22])[CH2:48][O:49][CH3:50])[CH2:44]1. The catalyst class is: 10.